This data is from Forward reaction prediction with 1.9M reactions from USPTO patents (1976-2016). The task is: Predict the product of the given reaction. (1) Given the reactants Br[CH2:2][C:3]1[CH:4]=[C:5]([S:9]([N:12]2[CH2:17][CH2:16][N:15]([C:18]3[CH:23]=[CH:22][C:21]([C:24]([F:27])([F:26])[F:25])=[CH:20][CH:19]=3)[CH2:14][CH2:13]2)(=[O:11])=[O:10])[CH:6]=[CH:7][CH:8]=1.[CH3:28][O:29][C:30](=[O:33])[CH2:31][OH:32].[H-].[Na+], predict the reaction product. The product is: [CH3:28][O:29][C:30](=[O:33])[CH2:31][O:32][CH2:2][C:3]1[CH:8]=[CH:7][CH:6]=[C:5]([S:9]([N:12]2[CH2:17][CH2:16][N:15]([C:18]3[CH:23]=[CH:22][C:21]([C:24]([F:27])([F:26])[F:25])=[CH:20][CH:19]=3)[CH2:14][CH2:13]2)(=[O:11])=[O:10])[CH:4]=1. (2) The product is: [C:29]([CH2:28][CH2:27][CH2:26][CH2:25][N:3]1[CH:4]=[CH:5][C:6]([NH:8][C:9](=[O:17])[CH2:10][C:11]2[CH:16]=[CH:15][CH:14]=[CH:13][CH:12]=2)=[N:7][C:2]1=[O:1])#[N:30]. Given the reactants [O:1]=[C:2]1[N:7]=[C:6]([NH:8][C:9](=[O:17])[CH2:10][C:11]2[CH:16]=[CH:15][CH:14]=[CH:13][CH:12]=2)[CH:5]=[CH:4][NH:3]1.C([O-])([O-])=O.[K+].[K+].Br[CH2:25][CH2:26][CH2:27][CH2:28][C:29]#[N:30], predict the reaction product. (3) Given the reactants [C:1]([NH:5][C:6](=[O:35])[C:7]1[CH:12]=[CH:11][CH:10]=[C:9]([O:13][C:14]2[CH:19]=[CH:18][C:17]([NH:20][C:21]3[C:31]4[CH:30]=[C:29]([CH:32]=O)[CH2:28][CH2:27][NH:26][C:25]=4[N:24]=[CH:23][N:22]=3)=[CH:16][C:15]=2[Cl:34])[CH:8]=1)([CH3:4])([CH3:3])[CH3:2].[CH3:36][S:37]([CH2:40][CH2:41][NH2:42])(=[O:39])=[O:38].C(O[BH-](OC(=O)C)OC(=O)C)(=O)C.[Na+].C(=O)(O)[O-].[Na+].[ClH:62].C(OCC)(=O)C, predict the reaction product. The product is: [ClH:34].[ClH:62].[C:1]([NH:5][C:6](=[O:35])[C:7]1[CH:12]=[CH:11][CH:10]=[C:9]([O:13][C:14]2[CH:19]=[CH:18][C:17]([NH:20][C:21]3[C:31]4[CH:30]=[C:29]([CH2:32][NH:42][CH2:41][CH2:40][S:37]([CH3:36])(=[O:39])=[O:38])[CH2:28][CH2:27][NH:26][C:25]=4[N:24]=[CH:23][N:22]=3)=[CH:16][C:15]=2[Cl:34])[CH:8]=1)([CH3:2])([CH3:4])[CH3:3]. (4) The product is: [O:43]=[C:34]1[C:35]2[C:40](=[CH:39][CH:38]=[CH:37][CH:36]=2)[C:41](=[O:42])[N:33]1[CH2:32][CH2:31][CH2:30][O:1][C:2]1[N:7]=[C:6]([C@H:8]2[CH2:12][CH2:11][CH2:10][N:9]2[C:13]2[CH:18]=[CH:17][N:16]3[N:19]=[CH:20][C:21]([C:22]([O:24][CH2:25][CH3:26])=[O:23])=[C:15]3[N:14]=2)[CH:5]=[CH:4][CH:3]=1. Given the reactants [O:1]=[C:2]1[NH:7][C:6]([C@H:8]2[CH2:12][CH2:11][CH2:10][N:9]2[C:13]2[CH:18]=[CH:17][N:16]3[N:19]=[CH:20][C:21]([C:22]([O:24][CH2:25][CH3:26])=[O:23])=[C:15]3[N:14]=2)=[CH:5][CH:4]=[CH:3]1.[H-].[Li+].Br[CH2:30][CH2:31][CH2:32][N:33]1[C:41](=[O:42])[C:40]2[C:35](=[CH:36][CH:37]=[CH:38][CH:39]=2)[C:34]1=[O:43], predict the reaction product. (5) Given the reactants [F:1][C:2]1[CH:3]=[C:4]([CH:16]=[C:17]([F:19])[CH:18]=1)[CH2:5][O:6][C@@H:7]([C@@H:12]([CH3:15])[CH2:13][CH3:14])[C:8](OC)=[O:9], predict the reaction product. The product is: [F:1][C:2]1[CH:3]=[C:4]([CH:16]=[C:17]([F:19])[CH:18]=1)[CH2:5][O:6][C@@H:7]([C@@H:12]([CH3:15])[CH2:13][CH3:14])[CH:8]=[O:9].